Task: Predict the product of the given reaction.. Dataset: Forward reaction prediction with 1.9M reactions from USPTO patents (1976-2016) (1) Given the reactants [CH3:1][O:2][C:3]1[CH:11]=[N:10][CH:9]=[C:8]2[C:4]=1[CH:5]=[CH:6][NH:7]2.C1C(=O)N([I:19])C(=O)C1, predict the reaction product. The product is: [I:19][C:5]1[C:4]2[C:8](=[CH:9][N:10]=[CH:11][C:3]=2[O:2][CH3:1])[NH:7][CH:6]=1. (2) Given the reactants C(OC([NH:8][C@@:9]1([C:33]([O:35]C(C)(C)C)=[O:34])[C@H:14]([O:15][CH2:16][C:17]2[CH:22]=[CH:21][C:20]([Cl:23])=[C:19]([Cl:24])[CH:18]=2)[C@@H:13]([OH:25])[C@@H:12]2[C@H:10]1[C@H:11]2[C:26]([O:28]C(C)(C)C)=[O:27])=O)(C)(C)C.O, predict the reaction product. The product is: [NH2:8][C@@:9]1([C:33]([OH:35])=[O:34])[C@H:14]([O:15][CH2:16][C:17]2[CH:22]=[CH:21][C:20]([Cl:23])=[C:19]([Cl:24])[CH:18]=2)[C@@H:13]([OH:25])[C@@H:12]2[C@H:10]1[C@H:11]2[C:26]([OH:28])=[O:27]. (3) Given the reactants [F:1][C:2]1[CH:25]=[CH:24][C:5]([CH2:6][CH:7]2[C:11](=[O:12])[C:10]([C:13]3[C:18]([CH3:19])=[CH:17][C:16]([CH3:20])=[CH:15][C:14]=3[CH3:21])=[C:9]([O:22]C)[CH2:8]2)=[CH:4][CH:3]=1, predict the reaction product. The product is: [F:1][C:2]1[CH:25]=[CH:24][C:5]([CH2:6][CH:7]2[CH2:8][C:9](=[O:22])[CH:10]([C:13]3[C:18]([CH3:19])=[CH:17][C:16]([CH3:20])=[CH:15][C:14]=3[CH3:21])[C:11]2=[O:12])=[CH:4][CH:3]=1.